Dataset: Catalyst prediction with 721,799 reactions and 888 catalyst types from USPTO. Task: Predict which catalyst facilitates the given reaction. (1) Reactant: C(OC(=O)[NH:7][CH2:8][C:9]1[CH:14]=[CH:13][CH:12]=[C:11]([N:15]2[CH2:19][CH2:18][O:17][C:16]2=[O:20])[CH:10]=1)(C)(C)C.[ClH:22]. Product: [ClH:22].[NH2:7][CH2:8][C:9]1[CH:10]=[C:11]([N:15]2[CH2:19][CH2:18][O:17][C:16]2=[O:20])[CH:12]=[CH:13][CH:14]=1. The catalyst class is: 4. (2) Reactant: [Cl:1][C:2]1[C:3]([C:11]([O:13]CC)=[O:12])=[CH:4][N:5]([CH3:10])[C:6](=[O:9])[C:7]=1[CH3:8].CO.[Li+].[OH-].Cl. Product: [Cl:1][C:2]1[C:3]([C:11]([OH:13])=[O:12])=[CH:4][N:5]([CH3:10])[C:6](=[O:9])[C:7]=1[CH3:8]. The catalyst class is: 1. (3) Reactant: [O:1]=[C:2]1[CH:7]([N:8]2[C:16](=[O:17])[C:15]3[C:10](=[CH:11][CH:12]=[CH:13][C:14]=3[O:18][CH2:19][C:20](=[O:43])[NH:21][CH2:22][CH2:23][CH2:24][O:25][CH2:26][CH2:27][O:28][CH2:29][CH2:30][O:31][CH2:32][CH2:33][CH2:34][NH:35]C(=O)OC(C)(C)C)[C:9]2=[O:44])[CH2:6][CH2:5][C:4](=[O:45])[NH:3]1.[C:46]([OH:52])([C:48]([F:51])([F:50])[F:49])=[O:47]. Product: [F:49][C:48]([F:51])([F:50])[C:46]([OH:52])=[O:47].[NH2:35][CH2:34][CH2:33][CH2:32][O:31][CH2:30][CH2:29][O:28][CH2:27][CH2:26][O:25][CH2:24][CH2:23][CH2:22][NH:21][C:20](=[O:43])[CH2:19][O:18][C:14]1[CH:13]=[CH:12][CH:11]=[C:10]2[C:15]=1[C:16](=[O:17])[N:8]([CH:7]1[CH2:6][CH2:5][C:4](=[O:45])[NH:3][C:2]1=[O:1])[C:9]2=[O:44]. The catalyst class is: 5. (4) Reactant: Br[C:2]1[CH:3]=[C:4]([C:7]2[CH:12]=[CH:11][CH:10]=[CH:9][CH:8]=2)[O:5][CH:6]=1.[Li]CCCC.C(O[B:22]1[O:26][C:25]([CH3:28])([CH3:27])[C:24]([CH3:30])([CH3:29])[O:23]1)(C)C. Product: [CH3:29][C:24]1([CH3:30])[C:25]([CH3:28])([CH3:27])[O:26][B:22]([C:2]2[CH:3]=[C:4]([C:7]3[CH:12]=[CH:11][CH:10]=[CH:9][CH:8]=3)[O:5][CH:6]=2)[O:23]1. The catalyst class is: 1. (5) Reactant: Cl.[Sn](Cl)Cl.[N+:5]([C:8]1[CH:13]=[C:12]([C:14]([F:17])([F:16])[F:15])[CH:11]=[CH:10][C:9]=1[N:18]1[CH2:23][CH2:22][CH2:21][CH2:20][CH2:19]1)([O-])=O.C(=O)(O)[O-].[Na+]. Product: [N:18]1([C:9]2[CH:10]=[CH:11][C:12]([C:14]([F:15])([F:16])[F:17])=[CH:13][C:8]=2[NH2:5])[CH2:19][CH2:20][CH2:21][CH2:22][CH2:23]1. The catalyst class is: 5.